Dataset: Full USPTO retrosynthesis dataset with 1.9M reactions from patents (1976-2016). Task: Predict the reactants needed to synthesize the given product. Given the product [S:21]1[CH:20]=[CH:19][C:18]([S:26]([NH2:3])(=[O:28])=[O:27])=[CH:17]1, predict the reactants needed to synthesize it. The reactants are: CC1C(C)=C(N)O[N:3]=1.[H-].[Na+].ClC1C=CC(C[C:17]2[S:21][C:20]3C=CC=C[C:19]=3[C:18]=2[S:26](Cl)(=[O:28])=[O:27])=CC=1.